Predict the reaction yield, written as a fraction of the theoretical maximum amount of product (1.0 means a 100% yield; for example, 0.34 means a 34% yield). From a dataset of Reaction yield outcomes from USPTO patents with 853,638 reactions. (1) The reactants are [F:1][C:2]([F:20])([F:19])[CH:3]([C:5]1[CH:10]=[CH:9][CH:8]=[CH:7][C:6]=1[C:11]1[CH:12]=[CH:13][C:14]([C:17]#[N:18])=[N:15][CH:16]=1)[OH:4].[NH2:21][C:22]1[N:27]=[C:26]([C:28]2[CH:33]=[CH:32][C:31]([CH2:34][C@H:35]([NH:39][C:40]([O:42][C:43]([CH3:46])([CH3:45])[CH3:44])=[O:41])[C:36]([OH:38])=[O:37])=[CH:30][CH:29]=2)[CH:25]=[C:24](Cl)[N:23]=1.C(=O)([O-])[O-].[Cs+].[Cs+].Cl. The catalyst is O.O1CCOCC1. The product is [NH2:21][C:22]1[N:27]=[C:26]([C:28]2[CH:33]=[CH:32][C:31]([CH2:34][C@H:35]([NH:39][C:40]([O:42][C:43]([CH3:46])([CH3:45])[CH3:44])=[O:41])[C:36]([OH:38])=[O:37])=[CH:30][CH:29]=2)[CH:25]=[C:24]([O:4][CH:3]([C:5]2[CH:10]=[CH:9][CH:8]=[CH:7][C:6]=2[C:11]2[CH:16]=[N:15][C:14]([C:17]#[N:18])=[CH:13][CH:12]=2)[C:2]([F:1])([F:19])[F:20])[N:23]=1. The yield is 0.840. (2) The reactants are [CH3:1][O:2][C:3]1[CH:22]=[CH:21][C:6]([CH2:7][N:8]2[C:12]3[N:13]=[CH:14][C:15]4[CH2:16][NH:17][CH2:18][CH2:19][C:20]=4[C:11]=3[CH:10]=[N:9]2)=[CH:5][CH:4]=1.[C:23]1([CH2:29][C:30](Cl)=[O:31])[CH:28]=[CH:27][CH:26]=[CH:25][CH:24]=1. The catalyst is ClCCCl. The product is [CH3:1][O:2][C:3]1[CH:4]=[CH:5][C:6]([CH2:7][N:8]2[C:12]3[N:13]=[CH:14][C:15]4[CH2:16][N:17]([C:30](=[O:31])[CH2:29][C:23]5[CH:28]=[CH:27][CH:26]=[CH:25][CH:24]=5)[CH2:18][CH2:19][C:20]=4[C:11]=3[CH:10]=[N:9]2)=[CH:21][CH:22]=1. The yield is 1.00. (3) The product is [CH3:22][O:21][C:18]1[CH:19]=[C:20]2[C:15](=[CH:16][CH:17]=1)[N:14]([CH3:23])[CH:13]=[C:12]2[C:10]1[N:9]([CH2:24][O:25][CH2:26][CH2:27][Si:28]([CH3:30])([CH3:29])[CH3:31])[C:6]2[N:7]=[CH:8][C:3]3[N:4]([C:35]([CH3:36])=[N:2][N:1]=3)[C:5]=2[CH:11]=1. The reactants are [NH:1]([C:3]1[N:4]=[C:5]2[CH:11]=[C:10]([C:12]3[C:20]4[C:15](=[CH:16][CH:17]=[C:18]([O:21][CH3:22])[CH:19]=4)[N:14]([CH3:23])[CH:13]=3)[N:9]([CH2:24][O:25][CH2:26][CH2:27][Si:28]([CH3:31])([CH3:30])[CH3:29])[C:6]2=[N:7][CH:8]=1)[NH2:2].C(Cl)Cl.[CH:35](=O)[CH3:36].N. The yield is 0.210. The catalyst is [Cu](Cl)Cl.CCOC(C)=O.CN(C=O)C. (4) The reactants are [S:1]1[CH2:7][C:5](=[O:6])[NH:4][C:2]1=[S:3].[F:8][C:9]1[CH:16]=[C:13]([CH:14]=O)[C:12]([OH:17])=[CH:11][CH:10]=1. The catalyst is C(O)(=O)C. The product is [F:8][C:9]1[CH:10]=[CH:11][C:12]([OH:17])=[C:13]([CH:16]=1)/[CH:14]=[C:7]1/[C:5](=[O:6])[NH:4][C:2](=[S:3])[S:1]/1. The yield is 0.710. (5) The reactants are [O:1]1[CH2:6][CH2:5][C:4](=[O:7])[CH2:3][CH2:2]1.[C:8]1([CH2:14][C:15](Cl)=[O:16])[CH:13]=[CH:12][CH:11]=[CH:10][CH:9]=1. No catalyst specified. The product is [C:8]1([CH2:14][C:15]([CH:3]2[C:4](=[O:7])[CH2:5][CH2:6][O:1][CH2:2]2)=[O:16])[CH:13]=[CH:12][CH:11]=[CH:10][CH:9]=1. The yield is 0.610.